Dataset: Reaction yield outcomes from USPTO patents with 853,638 reactions. Task: Predict the reaction yield, written as a fraction of the theoretical maximum amount of product (1.0 means a 100% yield; for example, 0.34 means a 34% yield). The reactants are Cl[CH2:2][C:3]1[C:12]([C:13]2[CH:18]=[CH:17][CH:16]=[CH:15][C:14]=2[O:19][CH3:20])=[CH:11][CH:10]=[C:9]2[C:4]=1[C:5]([CH3:23])=[CH:6][C:7]([CH3:22])([CH3:21])[NH:8]2.[C:24]1([SH:30])[CH:29]=[CH:28][CH:27]=[CH:26][CH:25]=1.C(=O)([O-])[O-].[K+].[K+]. The catalyst is CN(C)C=O.C(OCC)(=O)C. The product is [CH3:20][O:19][C:14]1[CH:15]=[CH:16][CH:17]=[CH:18][C:13]=1[C:12]1[C:3]([CH2:2][S:30][C:24]2[CH:29]=[CH:28][CH:27]=[CH:26][CH:25]=2)=[C:4]2[C:9](=[CH:10][CH:11]=1)[NH:8][C:7]([CH3:22])([CH3:21])[CH:6]=[C:5]2[CH3:23]. The yield is 0.550.